Dataset: CYP3A4 inhibition data for predicting drug metabolism from PubChem BioAssay. Task: Regression/Classification. Given a drug SMILES string, predict its absorption, distribution, metabolism, or excretion properties. Task type varies by dataset: regression for continuous measurements (e.g., permeability, clearance, half-life) or binary classification for categorical outcomes (e.g., BBB penetration, CYP inhibition). Dataset: cyp3a4_veith. (1) The molecule is CC(C)(C)c1ccc(COC(=O)CNC(=O)CNC(=O)Cc2ccccc2)cc1. The result is 1 (inhibitor). (2) The drug is CN(N=O)C(=O)N[C@H]1C(O)OC(CO)[C@@H](O)[C@H]1O. The result is 0 (non-inhibitor). (3) The molecule is CCOC(=O)c1c(-c2ccc(C)cc2)csc1NC(=O)C1CC=CCC1C(=O)O. The result is 0 (non-inhibitor). (4) The drug is Cn1nc(C(F)(F)F)c(/C=N/OC(=O)c2ccccc2Cl)c1SCc1ccc(Cl)cc1. The result is 1 (inhibitor). (5) The compound is COC(=O)[C@@]1(Cc2ccc(OC)cc2)[C@H]2c3cc(C(=O)N4CCCC4)n(Cc4ccc(C(F)(F)F)nc4)c3C[C@H]2CN1C(=O)c1ccccc1. The result is 1 (inhibitor). (6) The drug is O=S(=O)(O)c1nc2ccccc2n1Cc1ccccc1. The result is 0 (non-inhibitor). (7) The result is 0 (non-inhibitor). The drug is Cc1ccc(C(C2C(=O)CC(C)(C)CC2=O)C2C(=O)CC(C)(C)CC2=O)s1. (8) The compound is Cc1ccc(-c2ccc(CCC(=O)O)o2)cc1. The result is 0 (non-inhibitor). (9) The molecule is COc1ccc(C(=O)N2CCC3(CCN(C(=O)Nc4cccc(F)c4)CC3)CC2)cc1. The result is 0 (non-inhibitor). (10) The molecule is CC(=O)N1CCC2(CCN(Cc3ccncc3)CC2)CC1. The result is 0 (non-inhibitor).